The task is: Binary Classification. Given a T-cell receptor sequence (or CDR3 region) and an epitope sequence, predict whether binding occurs between them.. This data is from TCR-epitope binding with 47,182 pairs between 192 epitopes and 23,139 TCRs. The epitope is AVFDRKSDAK. The TCR CDR3 sequence is CASSGTPGQLRPANYGYTF. Result: 1 (the TCR binds to the epitope).